Dataset: Reaction yield outcomes from USPTO patents with 853,638 reactions. Task: Predict the reaction yield, written as a fraction of the theoretical maximum amount of product (1.0 means a 100% yield; for example, 0.34 means a 34% yield). (1) The catalyst is ClCCl. The product is [C:19]([N:3]1[C:4]2[C:9](=[CH:8][CH:7]=[CH:6][CH:5]=2)[CH2:10][C:2]1([CH3:1])[CH3:12])(=[O:21])[CH3:20]. The yield is 0.820. The reactants are [CH3:1][CH:2]1[CH2:10][C:9]2[C:4](=[CH:5][CH:6]=[CH:7][CH:8]=2)[N:3]1C.[CH2:12](N(CC)CC)C.[C:19](Cl)(=[O:21])[CH3:20]. (2) The reactants are [Si]([O:8][C@@H:9]1[C@@:42]2([CH3:43])[C:13](=[CH:14][CH:15]=[C:16]3[C@@H:41]2[CH2:40][CH2:39][C@@:38]2([CH3:44])[C@H:17]3[CH2:18][CH:19]=[C:20]2[C@@H:21]([O:23][CH2:24][C:25]#[C:26][C:27]([CH3:37])([O:29][Si](CC)(CC)CC)[CH3:28])[CH3:22])[CH2:12][C@@H:11]([O:45][Si](C(C)(C)C)(C)C)[CH2:10]1)(C(C)(C)C)(C)C.[F-].C([N+](CCCC)(CCCC)CCCC)CCC. The catalyst is O1CCCC1. The product is [OH:8][C@@H:9]1[C@@:42]2([CH3:43])[C:13](=[CH:14][CH:15]=[C:16]3[C@@H:41]2[CH2:40][CH2:39][C@@:38]2([CH3:44])[C@H:17]3[CH2:18][CH:19]=[C:20]2[C@@H:21]([O:23][CH2:24][C:25]#[C:26][C:27]([OH:29])([CH3:28])[CH3:37])[CH3:22])[CH2:12][C@@H:11]([OH:45])[CH2:10]1. The yield is 0.320. (3) The reactants are [CH2:1]([N:8]1[CH:12]=[CH:11][N:10]=[CH:9]1)[C:2]1[CH:7]=[CH:6][CH:5]=[CH:4][CH:3]=1.[Br:13][CH2:14][CH2:15][CH2:16][CH2:17][CH2:18][CH2:19][CH2:20][CH2:21][CH2:22][CH3:23]. The catalyst is C1(C)C=CC=CC=1. The product is [Br-:13].[CH2:1]([N+:8]1[CH:12]=[CH:11][N:10]([CH2:14][CH2:15][CH2:16][CH2:17][CH2:18][CH2:19][CH2:20][CH2:21][CH2:22][CH3:23])[CH:9]=1)[C:2]1[CH:3]=[CH:4][CH:5]=[CH:6][CH:7]=1. The yield is 0.900. (4) The reactants are [C:1]([N:8]1[CH2:13][CH2:12][O:11][CH2:10][C@H:9]1[C:14]([OH:16])=O)([O:3]C(C)(C)C)=[O:2].C(N(CC)C(C)C)(C)C.[NH2:26][CH2:27][C:28]1[CH:29]=[C:30]([CH2:34][N:35]2[C:43]3[C:38](=[C:39]([OH:44])[CH:40]=[CH:41][CH:42]=3)[C:37]([NH:45][S:46]([C:49]3[S:50][C:51]([Cl:54])=[CH:52][CH:53]=3)(=[O:48])=[O:47])=[N:36]2)[CH:31]=[CH:32][CH:33]=1. The catalyst is CN(C)C=O. The product is [CH:1]([OH:3])=[O:2].[Cl:54][C:51]1[S:50][C:49]([S:46]([NH:45][C:37]2[C:38]3[C:43](=[CH:42][CH:41]=[CH:40][C:39]=3[OH:44])[N:35]([CH2:34][C:30]3[CH:29]=[C:28]([CH2:27][NH:26][C:14]([C@@H:9]4[CH2:10][O:11][CH2:12][CH2:13][NH:8]4)=[O:16])[CH:33]=[CH:32][CH:31]=3)[N:36]=2)(=[O:47])=[O:48])=[CH:53][CH:52]=1. The yield is 0.190. (5) The reactants are C([O:3][CH2:4][CH2:5][O:6][NH:7][C:8]([C:10]1[C:11]([NH:21][C:22]2[CH:27]=[CH:26][C:25]([Br:28])=[CH:24][C:23]=2[Cl:29])=[C:12]([F:20])[C:13]2[O:17][N:16]=[C:15]([CH3:18])[C:14]=2[CH:19]=1)=[O:9])=C.Cl.[OH-].[Na+]. The catalyst is CCO.CCOC(C)=O. The product is [OH:3][CH2:4][CH2:5][O:6][NH:7][C:8]([C:10]1[C:11]([NH:21][C:22]2[CH:27]=[CH:26][C:25]([Br:28])=[CH:24][C:23]=2[Cl:29])=[C:12]([F:20])[C:13]2[O:17][N:16]=[C:15]([CH3:18])[C:14]=2[CH:19]=1)=[O:9]. The yield is 0.960. (6) The catalyst is ClCCl.CO. The yield is 0.750. The product is [C:7]([C:6]1[CH:9]=[CH:10][C:3]([CH2:1][N:11]2[CH2:14][CH:13]([C:15]([OH:17])=[O:16])[CH2:12]2)=[CH:4][CH:5]=1)#[N:8]. The reactants are [CH:1]([C:3]1[CH:10]=[CH:9][C:6]([C:7]#[N:8])=[CH:5][CH:4]=1)=O.[NH:11]1[CH2:14][CH:13]([C:15]([OH:17])=[O:16])[CH2:12]1.C(O)(=O)C.C(O[BH-](OC(=O)C)OC(=O)C)(=O)C.[Na+]. (7) The reactants are Cl.[CH3:2][N:3]1[CH:7]=[C:6]([C:8]2[N:13]=[C:12]([C:14]3[CH:15]=[N:16][N:17]([C:19]4([CH2:23][C:24]#[N:25])[CH2:22][NH:21][CH2:20]4)[CH:18]=3)[N:11]3[CH:26]=[CH:27][N:28]=[C:10]3[CH:9]=2)[CH:5]=[N:4]1.C(#N)C.C([O-])([O-])=O.[K+].[K+].FC(F)(F)S(O[CH2:44][CH:45]([F:47])[F:46])(=O)=O. No catalyst specified. The product is [F:46][CH:45]([F:47])[CH2:44][N:21]1[CH2:22][C:19]([CH2:23][C:24]#[N:25])([N:17]2[CH:18]=[C:14]([C:12]3[N:11]4[CH:26]=[CH:27][N:28]=[C:10]4[CH:9]=[C:8]([C:6]4[CH:5]=[N:4][N:3]([CH3:2])[CH:7]=4)[N:13]=3)[CH:15]=[N:16]2)[CH2:20]1. The yield is 0.450. (8) The reactants are Cl[C:2]1[N:7]=[C:6]([N:8]2[C:16]3[C:11](=[CH:12][CH:13]=[CH:14][CH:15]=3)[CH2:10][CH2:9]2)[N:5]=[C:4]([NH2:17])[N:3]=1.[C-:18]#[N:19].[K+].C1OCCOCCOCCOCCOCCOC1. The catalyst is CN(C=O)C.CCOC(C)=O. The product is [NH2:17][C:4]1[N:5]=[C:6]([N:8]2[C:16]3[C:11](=[CH:12][CH:13]=[CH:14][CH:15]=3)[CH2:10][CH2:9]2)[N:7]=[C:2]([C:18]#[N:19])[N:3]=1. The yield is 0.260. (9) The reactants are Cl[C:2]1[N:11]=[CH:10][C:9]2[N:8]([CH:12]3[CH2:17][CH2:16][O:15][CH2:14][CH2:13]3)[C:7](=[O:18])[CH:6]3[CH2:19][O:20][CH2:21][CH2:22][N:5]3[C:4]=2[N:3]=1.[CH3:23][NH:24][C:25]([NH:27][C:28]1[CH:33]=[CH:32][C:31](B2OC(C)(C)C(C)(C)O2)=[CH:30][CH:29]=1)=[O:26].[C:43](=O)(O)[O-].[Na+]. The catalyst is O1CCOCC1.C1C=CC(P(C2C=CC=CC=2)[C-]2C=CC=C2)=CC=1.C1C=CC(P(C2C=CC=CC=2)[C-]2C=CC=C2)=CC=1.Cl[Pd]Cl.[Fe+2]. The product is [CH3:23][NH:24][C:25]([NH:27][C:28]1[CH:33]=[CH:32][C:31]([C:2]2[N:11]=[CH:10][C:9]3[N:8]([CH:12]4[CH2:17][CH2:16][O:15][CH2:14][CH2:13]4)[C:7](=[O:18])[C:6]4([CH3:43])[CH2:19][O:20][CH2:21][CH2:22][N:5]4[C:4]=3[N:3]=2)=[CH:30][CH:29]=1)=[O:26]. The yield is 0.287. (10) The reactants are Br[C:2]1[N:7]=[C:6]([CH:8]=[O:9])[CH:5]=[CH:4][C:3]=1[O:10][CH2:11][CH2:12][O:13][Si:14]([C:17]([CH3:20])([CH3:19])[CH3:18])([CH3:16])[CH3:15].CC1(C)C(C)(C)OB([C:29]2[CH:34]=[CH:33][C:32]([S:35]([CH3:38])(=[O:37])=[O:36])=[CH:31][CH:30]=2)O1.C([O-])([O-])=O.[Na+].[Na+]. The catalyst is C1(C)C=CC=CC=1.C(O)C.O.C(OCC)(=O)C.C1C=CC([P]([Pd]([P](C2C=CC=CC=2)(C2C=CC=CC=2)C2C=CC=CC=2)([P](C2C=CC=CC=2)(C2C=CC=CC=2)C2C=CC=CC=2)[P](C2C=CC=CC=2)(C2C=CC=CC=2)C2C=CC=CC=2)(C2C=CC=CC=2)C2C=CC=CC=2)=CC=1. The product is [Si:14]([O:13][CH2:12][CH2:11][O:10][C:3]1[CH:4]=[CH:5][C:6]([CH:8]=[O:9])=[N:7][C:2]=1[C:29]1[CH:34]=[CH:33][C:32]([S:35]([CH3:38])(=[O:37])=[O:36])=[CH:31][CH:30]=1)([C:17]([CH3:20])([CH3:19])[CH3:18])([CH3:16])[CH3:15]. The yield is 0.850.